Dataset: Full USPTO retrosynthesis dataset with 1.9M reactions from patents (1976-2016). Task: Predict the reactants needed to synthesize the given product. Given the product [ClH:1].[N:2]1([CH2:8][CH2:9][CH2:10][O:11][C:12]2[CH:20]=[CH:19][C:15]([C:16]([Cl:1])=[O:17])=[C:14]([C:21]([F:24])([F:23])[F:22])[CH:13]=2)[CH2:7][CH2:6][CH2:5][CH2:4][CH2:3]1, predict the reactants needed to synthesize it. The reactants are: [ClH:1].[N:2]1([CH2:8][CH2:9][CH2:10][O:11][C:12]2[CH:20]=[CH:19][C:15]([C:16](O)=[O:17])=[C:14]([C:21]([F:24])([F:23])[F:22])[CH:13]=2)[CH2:7][CH2:6][CH2:5][CH2:4][CH2:3]1.